This data is from Forward reaction prediction with 1.9M reactions from USPTO patents (1976-2016). The task is: Predict the product of the given reaction. Given the reactants Br[C:2]1[C:3]2[N:4]([N:18]=[CH:19][N:20]=2)[CH:5]=[C:6]([C:8]2[CH:9]=[C:10]([CH:15]=[CH:16][CH:17]=2)[C:11]([O:13][CH3:14])=[O:12])[CH:7]=1.[CH3:21][CH:22]1[CH2:26][CH2:25][CH2:24][N:23]1[C:27]1[N:32]=[C:31]([NH2:33])[CH:30]=[CH:29][CH:28]=1.C1C=CC(P(C2C(C3C(P(C4C=CC=CC=4)C4C=CC=CC=4)=CC=C4C=3C=CC=C4)=C3C(C=CC=C3)=CC=2)C2C=CC=CC=2)=CC=1.C([O-])([O-])=O.[Cs+].[Cs+], predict the reaction product. The product is: [CH3:21][CH:22]1[CH2:26][CH2:25][CH2:24][N:23]1[C:27]1[N:32]=[C:31]([NH:33][C:2]2[C:3]3[N:4]([N:18]=[CH:19][N:20]=3)[CH:5]=[C:6]([C:8]3[CH:9]=[C:10]([CH:15]=[CH:16][CH:17]=3)[C:11]([O:13][CH3:14])=[O:12])[CH:7]=2)[CH:30]=[CH:29][CH:28]=1.